This data is from Full USPTO retrosynthesis dataset with 1.9M reactions from patents (1976-2016). The task is: Predict the reactants needed to synthesize the given product. (1) Given the product [CH3:1][C:2]([CH3:4])=[O:3].[CH2:12]([C:16]([CH3:18])=[O:17])[CH:13]([CH3:15])[CH3:14].[C:5]1(=[O:11])[CH2:10][CH2:9][CH2:8][CH2:7][CH2:6]1, predict the reactants needed to synthesize it. The reactants are: [CH3:1][C:2]([CH3:4])=[O:3].[C:5]1(=[O:11])[CH2:10][CH2:9][CH2:8][CH2:7][CH2:6]1.[CH2:12]([C:16]([CH3:18])=[O:17])[CH:13]([CH3:15])[CH3:14].C1(=O)CCCCC1. (2) The reactants are: Br[CH2:2][CH2:3][CH2:4][N:5]1[C:9]2[CH:10]=[CH:11][CH:12]=[CH:13][C:8]=2[N:7]([C:14]2[CH:19]=[CH:18][C:17]([F:20])=[CH:16][C:15]=2[F:21])[S:6]1(=[O:23])=[O:22].[CH2:24]([NH2:26])[CH3:25]. Given the product [F:21][C:15]1[CH:16]=[C:17]([F:20])[CH:18]=[CH:19][C:14]=1[N:7]1[C:8]2[CH:13]=[CH:12][CH:11]=[CH:10][C:9]=2[N:5]([CH2:4][CH2:3][CH2:2][NH:26][CH2:24][CH3:25])[S:6]1(=[O:23])=[O:22], predict the reactants needed to synthesize it. (3) Given the product [C:23]([NH:1][CH:2]([CH3:7])[CH2:3][C:4]([OH:6])=[O:5])(=[O:22])[CH2:25][CH2:26][CH2:27][CH2:28][C@H:29]1[C@@H:37]2[C@@H:32]([NH:33][C:34]([NH:36]2)=[O:35])[CH2:31][S:30]1, predict the reactants needed to synthesize it. The reactants are: [NH2:1][CH:2]([CH3:7])[CH2:3][C:4]([OH:6])=[O:5].C(N(CC)CC)C.FC1C(F)=C(F)C(F)=C([O:22][C:23]([CH2:25][CH2:26][CH2:27][CH2:28][C@H:29]2[C@@H:37]3[C@@H:32]([NH:33][C:34]([NH:36]3)=[O:35])[CH2:31][S:30]2)=O)C=1. (4) The reactants are: [CH2:1]([N:8]1[C:17](=[O:18])[C:16]2[C:11](=[N:12][C:13]([Cl:19])=[N:14][CH:15]=2)[N:10]=[C:9]1[CH:20]([NH:26][CH2:27][C:28](=[O:42])[CH2:29][CH2:30][N:31]1[C:39](=[O:40])[C:38]2[C:33](=[CH:34][CH:35]=[CH:36][CH:37]=2)[C:32]1=[O:41])[CH:21]([CH2:24][CH3:25])[CH2:22][CH3:23])[C:2]1[CH:7]=[CH:6][CH:5]=[CH:4][CH:3]=1.C([N:45](CC)CC)C.[C:50]1([CH3:59])[CH:55]=[CH:54][C:53]([C:56](Cl)=[O:57])=[CH:52][CH:51]=1. Given the product [NH2:31][CH2:30][CH2:29][C:28]1[N:45]=[C:56]([C:53]2[CH:54]=[CH:55][C:50]([CH3:59])=[CH:51][CH:52]=2)[N:26]([CH:20]([C:9]2[N:8]([CH2:1][C:2]3[CH:3]=[CH:4][CH:5]=[CH:6][CH:7]=3)[C:17](=[O:18])[C:16]3[C:11]([N:10]=2)=[N:12][C:13]([Cl:19])=[N:14][CH:15]=3)[CH:21]([CH2:22][CH3:23])[CH2:24][CH3:25])[CH:27]=1.[CH2:1]([N:8]1[C:17](=[O:18])[C:16]2[C:11](=[N:12][C:13]([Cl:19])=[N:14][CH:15]=2)[N:10]=[C:9]1[CH:20]([N:26]([CH2:27][C:28](=[O:42])[CH2:29][CH2:30][N:31]1[C:39](=[O:40])[C:38]2[C:33](=[CH:34][CH:35]=[CH:36][CH:37]=2)[C:32]1=[O:41])[C:56](=[O:57])[C:53]1[CH:54]=[CH:55][C:50]([CH3:59])=[CH:51][CH:52]=1)[CH:21]([CH2:24][CH3:25])[CH2:22][CH3:23])[C:2]1[CH:7]=[CH:6][CH:5]=[CH:4][CH:3]=1, predict the reactants needed to synthesize it.